Dataset: Full USPTO retrosynthesis dataset with 1.9M reactions from patents (1976-2016). Task: Predict the reactants needed to synthesize the given product. (1) Given the product [C:15]([C:17]1([NH:26][C:27](=[O:35])[CH:28]([NH:34][C:2]2[C:6]3[CH:7]=[CH:8][CH:9]=[CH:10][C:5]=3[S:4](=[O:12])(=[O:11])[N:3]=2)[CH2:29][C:30]([CH3:33])([CH3:32])[CH3:31])[CH2:18][CH2:19][N:20]([CH2:23][CH2:24][CH3:25])[CH2:21][CH2:22]1)#[N:16], predict the reactants needed to synthesize it. The reactants are: Cl[C:2]1[C:6]2[CH:7]=[CH:8][CH:9]=[CH:10][C:5]=2[S:4](=[O:12])(=[O:11])[N:3]=1.Cl.Cl.[C:15]([C:17]1([NH:26][C:27](=[O:35])[CH:28]([NH2:34])[CH2:29][C:30]([CH3:33])([CH3:32])[CH3:31])[CH2:22][CH2:21][N:20]([CH2:23][CH2:24][CH3:25])[CH2:19][CH2:18]1)#[N:16]. (2) Given the product [C:30]([C:27]1[CH:28]=[CH:29][C:24]([NH:23][CH:17]([C:11]2[CH:10]=[C:9]([NH:8][CH:36]3[CH2:37][CH2:38][N:33]([CH3:32])[CH2:34][CH2:35]3)[CH:14]=[C:13]([CH2:15][CH3:16])[CH:12]=2)[C:18]([O:20][CH2:21][CH3:22])=[O:19])=[CH:25][CH:26]=1)#[N:31], predict the reactants needed to synthesize it. The reactants are: [O-]S([O-])(=O)=O.[Na+].[Na+].[NH2:8][C:9]1[CH:10]=[C:11]([CH:17]([NH:23][C:24]2[CH:29]=[CH:28][C:27]([C:30]#[N:31])=[CH:26][CH:25]=2)[C:18]([O:20][CH2:21][CH3:22])=[O:19])[CH:12]=[C:13]([CH2:15][CH3:16])[CH:14]=1.[CH3:32][N:33]1[CH2:38][CH2:37][C:36](=O)[CH2:35][CH2:34]1.C([O-])(O)=O.[Na+].